From a dataset of Forward reaction prediction with 1.9M reactions from USPTO patents (1976-2016). Predict the product of the given reaction. (1) The product is: [C:1]([C:5]1[CH:6]=[C:7]([NH:40][S:41]([CH3:44])(=[O:43])=[O:42])[C:8]([O:38][CH3:39])=[C:9]([NH:11][C:12]([C:14]2[N:15]([CH3:37])[C:16]3[C:21]([CH:22]=2)=[CH:20][CH:19]=[CH:18][C:17]=3[CH2:23][N:24]2[CH2:25][CH2:26][NH:27][CH2:28][CH2:29]2)=[O:13])[CH:10]=1)([CH3:4])([CH3:2])[CH3:3]. Given the reactants [C:1]([C:5]1[CH:6]=[C:7]([NH:40][S:41]([CH3:44])(=[O:43])=[O:42])[C:8]([O:38][CH3:39])=[C:9]([NH:11][C:12]([C:14]2[N:15]([CH3:37])[C:16]3[C:21]([CH:22]=2)=[CH:20][CH:19]=[CH:18][C:17]=3[CH2:23][N:24]2[CH2:29][CH2:28][N:27](C(OC(C)(C)C)=O)[CH2:26][CH2:25]2)=[O:13])[CH:10]=1)([CH3:4])([CH3:3])[CH3:2].C(=O)([O-])O.[Na+], predict the reaction product. (2) The product is: [Cl:1][C:2]1[CH:7]=[CH:6][CH:5]=[CH:4][C:3]=1[O:8][C:14]1[C:15]([C:16]([O:18][CH2:19][CH3:20])=[O:17])=[CH:10][N:11]=[C:12]([C:21]2[CH:26]=[CH:25][C:24]([CH3:27])=[C:23]([N+:28]([O-:30])=[O:29])[CH:22]=2)[N:13]=1. Given the reactants [Cl:1][C:2]1[CH:7]=[CH:6][CH:5]=[CH:4][C:3]=1[OH:8].Cl[C:10]1[C:15]([C:16]([O:18][CH2:19][CH3:20])=[O:17])=[CH:14][N:13]=[C:12]([C:21]2[CH:26]=[CH:25][C:24]([CH3:27])=[C:23]([N+:28]([O-:30])=[O:29])[CH:22]=2)[N:11]=1.C(=O)([O-])[O-].[K+].[K+], predict the reaction product. (3) Given the reactants [N:1]1([CH2:10][C:11]2[CH:19]=[CH:18][C:14]([C:15]([OH:17])=O)=[CH:13][CH:12]=2)[C:5]2[CH:6]=[CH:7][CH:8]=[CH:9][C:4]=2[N:3]=[CH:2]1.C(Cl)CCl.C1C=CC2N(O)N=NC=2C=1.CCN(C(C)C)C(C)C.Cl.[CH3:44][O:45][C:46](=[O:52])[C@H:47]([C@@H:49]([CH3:51])[OH:50])[NH2:48], predict the reaction product. The product is: [N:1]1([CH2:10][C:11]2[CH:12]=[CH:13][C:14]([C:15]([NH:48][C@H:47]([C:46]([O:45][CH3:44])=[O:52])[C@@H:49]([CH3:51])[OH:50])=[O:17])=[CH:18][CH:19]=2)[C:5]2[CH:6]=[CH:7][CH:8]=[CH:9][C:4]=2[N:3]=[CH:2]1. (4) Given the reactants [N+:1]([C:4]1[CH:5]=[CH:6][C:7]([O:10][CH2:11][CH2:12][Si:13]([CH3:16])([CH3:15])[CH3:14])=[N:8][CH:9]=1)([O-])=O, predict the reaction product. The product is: [CH3:14][Si:13]([CH3:16])([CH3:15])[CH2:12][CH2:11][O:10][C:7]1[N:8]=[CH:9][C:4]([NH2:1])=[CH:5][CH:6]=1. (5) Given the reactants [CH3:1][C:2]1[C:6]2[CH:7]=[CH:8][C:9]([C:11]([F:14])([F:13])[F:12])=[CH:10][C:5]=2[S:4][C:3]=1[C:15]([CH2:22][CH2:23][CH2:24][CH3:25])=[CH:16][C:17]([O:19][CH2:20][CH3:21])=[O:18], predict the reaction product. The product is: [CH3:1][C:2]1[C:6]2[CH:7]=[CH:8][C:9]([C:11]([F:14])([F:12])[F:13])=[CH:10][C:5]=2[S:4][C:3]=1[CH:15]([CH2:22][CH2:23][CH2:24][CH3:25])[CH2:16][C:17]([O:19][CH2:20][CH3:21])=[O:18]. (6) Given the reactants C(OC(=O)[NH:7][CH2:8][CH:9]=[CH:10][CH2:11][NH:12][C:13](=[O:33])[CH2:14][CH2:15][CH2:16][CH2:17][CH:18]([C:26]1[CH:31]=[CH:30][C:29]([F:32])=[CH:28][CH:27]=1)[C:19]1[CH:24]=[CH:23][C:22]([F:25])=[CH:21][CH:20]=1)(C)(C)C.C(O)(C(F)(F)F)=O, predict the reaction product. The product is: [NH2:7][CH2:8][CH:9]=[CH:10][CH2:11][NH:12][C:13](=[O:33])[CH2:14][CH2:15][CH2:16][CH2:17][CH:18]([C:26]1[CH:31]=[CH:30][C:29]([F:32])=[CH:28][CH:27]=1)[C:19]1[CH:24]=[CH:23][C:22]([F:25])=[CH:21][CH:20]=1. (7) Given the reactants [CH3:1][O:2][C:3]1[N:8]=[CH:7][C:6]([N:9]([CH2:20][C:21](O)=[O:22])[S:10]([C:13]2[C:14]([CH3:19])=[CH:15][CH:16]=[CH:17][CH:18]=2)(=[O:12])=[O:11])=[CH:5][CH:4]=1.[CH2:24]([NH:26][CH2:27][C:28]1[CH:35]=[CH:34][C:31]([C:32]#[N:33])=[CH:30][CH:29]=1)[CH3:25], predict the reaction product. The product is: [C:32]([C:31]1[CH:34]=[CH:35][C:28]([CH2:27][N:26]([CH2:24][CH3:25])[C:21](=[O:22])[CH2:20][N:9]([C:6]2[CH:7]=[N:8][C:3]([O:2][CH3:1])=[CH:4][CH:5]=2)[S:10]([C:13]2[C:14]([CH3:19])=[CH:15][CH:16]=[CH:17][CH:18]=2)(=[O:11])=[O:12])=[CH:29][CH:30]=1)#[N:33].